From a dataset of Full USPTO retrosynthesis dataset with 1.9M reactions from patents (1976-2016). Predict the reactants needed to synthesize the given product. (1) Given the product [C:4]([O:8][C:9](=[O:34])[CH2:10][N:11]1[C:19]2[C:14](=[CH:15][CH:16]=[CH:17][CH:18]=2)[C:13]([CH2:20][C@H:21]([NH:26][C:27]([O:29][C:30]([CH3:33])([CH3:32])[CH3:31])=[O:28])[C:22]([OH:24])=[O:23])=[CH:12]1)([CH3:6])([CH3:7])[CH3:5], predict the reactants needed to synthesize it. The reactants are: O.[OH-].[Li+].[C:4]([O:8][C:9](=[O:34])[CH2:10][N:11]1[C:19]2[C:14](=[CH:15][CH:16]=[CH:17][CH:18]=2)[C:13]([CH2:20][C@H:21]([NH:26][C:27]([O:29][C:30]([CH3:33])([CH3:32])[CH3:31])=[O:28])[C:22]([O:24]C)=[O:23])=[CH:12]1)([CH3:7])([CH3:6])[CH3:5].Cl. (2) Given the product [O:1]1[C:5]2[CH:6]=[CH:7][CH:8]=[CH:9][C:4]=2[CH:3]=[C:2]1[C:10]([NH:12][C:13]1([C:19]([NH:21][CH:22]2[CH2:27][CH2:26][N:25]([C:28]3[CH:33]=[CH:32][CH:31]=[CH:30][C:29]=3[S:34]([CH3:37])(=[O:36])=[O:35])[CH2:24][C:23]2=[O:38])=[O:20])[CH2:18][CH2:17][CH2:16][CH2:15][CH2:14]1)=[O:11], predict the reactants needed to synthesize it. The reactants are: [O:1]1[C:5]2[CH:6]=[CH:7][CH:8]=[CH:9][C:4]=2[CH:3]=[C:2]1[C:10]([NH:12][C:13]1([C:19]([NH:21][CH:22]2[CH2:27][CH2:26][N:25]([C:28]3[CH:33]=[CH:32][CH:31]=[CH:30][C:29]=3[S:34]([CH3:37])(=[O:36])=[O:35])[CH2:24][CH:23]2[OH:38])=[O:20])[CH2:18][CH2:17][CH2:16][CH2:15][CH2:14]1)=[O:11].C(N(CC)CC)C. (3) The reactants are: COC([C:5]1([C:18]2[C:27]3[C:22](=[CH:23][CH:24]=[C:25]([I:28])[CH:26]=3)[N:21]=[CH:20][N:19]=2)[CH2:10][CH2:9][N:8](C(OC(C)(C)C)=O)[CH2:7][CH2:6]1)=O.[Li+].[Cl-].Cl.[OH-].[Na+]. Given the product [I:28][C:25]1[CH:26]=[C:27]2[C:22](=[CH:23][CH:24]=1)[N:21]=[CH:20][N:19]=[C:18]2[CH:5]1[CH2:10][CH2:9][NH:8][CH2:7][CH2:6]1, predict the reactants needed to synthesize it. (4) Given the product [CH:1]1([N:4]2[CH2:5][CH2:6][N:7]([C:10]3[CH:15]=[CH:14][C:13]([NH2:16])=[CH:12][CH:11]=3)[CH2:8][CH2:9]2)[CH2:3][CH2:2]1, predict the reactants needed to synthesize it. The reactants are: [CH:1]1([N:4]2[CH2:9][CH2:8][N:7]([C:10]3[CH:15]=[CH:14][C:13]([N+:16]([O-])=O)=[CH:12][CH:11]=3)[CH2:6][CH2:5]2)[CH2:3][CH2:2]1. (5) Given the product [O:42]([CH2:59][C:57]1[CH:58]=[C:52]2[CH2:51][N:50]([CH2:49][C:43]3[CH:44]=[CH:45][CH:46]=[CH:47][CH:48]=3)[CH2:55][CH2:54][N:53]2[N:56]=1)[C:36]1[CH:41]=[CH:40][CH:39]=[CH:38][CH:37]=1, predict the reactants needed to synthesize it. The reactants are: N(C(OC(C)(C)C)=O)=NC(OC(C)(C)C)=O.C1(P(C2C=CC=CC=2)C2C=CC=CC=2)C=CC=CC=1.[C:36]1([OH:42])[CH:41]=[CH:40][CH:39]=[CH:38][CH:37]=1.[C:43]1([CH2:49][N:50]2[CH2:55][CH2:54][N:53]3[N:56]=[C:57]([CH2:59]O)[CH:58]=[C:52]3[CH2:51]2)[CH:48]=[CH:47][CH:46]=[CH:45][CH:44]=1. (6) Given the product [C:1]([O:4][CH:5]([CH:7]1[CH2:12][CH2:11][CH2:10][CH2:9][CH2:8]1)[CH3:6])(=[O:3])[CH2:2][CH2:13][CH3:14], predict the reactants needed to synthesize it. The reactants are: [C:1]([O:4][CH:5]([CH:7]1[CH2:12][CH2:11][CH2:10][CH2:9][CH2:8]1)[CH3:6])(=[O:3])[CH3:2].[CH:13]1(C(O)C)CCCC[CH2:14]1. (7) Given the product [OH:37][CH2:38][CH2:39][N:40]1[C:8]([CH2:7][CH:4]2[CH2:5][CH2:6][O:1][CH2:2][CH2:3]2)=[CH:10][C:22]([C:21]([O:28][CH2:29][CH3:30])=[O:27])=[N:41]1, predict the reactants needed to synthesize it. The reactants are: [O:1]1[CH2:6][CH2:5][C:4](=[CH:7][C:8]([CH3:10])=O)[CH2:3][CH2:2]1.O1CCC(CC(C)=O)CC1.[C:21]([O:28][CH2:29][CH3:30])(=[O:27])[C:22](OCC)=O.CC(C)([O-])C.[Na+].[OH:37][CH2:38][CH2:39][NH:40][NH2:41].